Dataset: Buchwald-Hartwig C-N cross coupling reaction yields with 55,370 reactions. Task: Predict the reaction yield, written as a fraction of the theoretical maximum amount of product (1.0 means a 100% yield; for example, 0.34 means a 34% yield). (1) The reactants are Ic1cccnc1.Cc1ccc(N)cc1.O=S(=O)(O[Pd]1c2ccccc2-c2ccccc2N~1)C(F)(F)F.CC(C)c1cc(C(C)C)c(-c2ccccc2P(C(C)(C)C)C(C)(C)C)c(C(C)C)c1.CN(C)C(=NC(C)(C)C)N(C)C.c1ccc(-c2ccno2)cc1. No catalyst specified. The product is Cc1ccc(Nc2cccnc2)cc1. The yield is 0.860. (2) The reactants are CCc1ccc(Br)cc1.Cc1ccc(N)cc1.O=S(=O)(O[Pd]1c2ccccc2-c2ccccc2N~1)C(F)(F)F.COc1ccc(OC)c(P([C@]23C[C@H]4C[C@H](C[C@H](C4)C2)C3)[C@]23C[C@H]4C[C@H](C[C@H](C4)C2)C3)c1-c1c(C(C)C)cc(C(C)C)cc1C(C)C.CCN=P(N=P(N(C)C)(N(C)C)N(C)C)(N(C)C)N(C)C.c1ccc(CN(Cc2ccccc2)c2ccno2)cc1. No catalyst specified. The product is CCc1ccc(Nc2ccc(C)cc2)cc1. The yield is 0.467.